The task is: Predict the product of the given reaction.. This data is from Forward reaction prediction with 1.9M reactions from USPTO patents (1976-2016). (1) The product is: [F:1][C:2]([F:7])([F:6])[C:3]([OH:5])=[O:4].[F:8][C:9]1[CH:10]=[CH:11][C:12]([C:15]2[N:20]=[CH:19][C:18]([O:21][CH2:22][C:23]([NH:26][C:27]3[CH:32]=[CH:31][CH:30]=[CH:29][N:28]=3)=[O:25])=[CH:17][CH:16]=2)=[CH:13][CH:14]=1. Given the reactants [F:1][C:2]([F:7])([F:6])[C:3]([OH:5])=[O:4].[F:8][C:9]1[CH:14]=[CH:13][C:12]([C:15]2[N:20]=[CH:19][C:18]([O:21][CH2:22][C:23]([OH:25])=O)=[CH:17][CH:16]=2)=[CH:11][CH:10]=1.[NH2:26][C:27]1[CH:32]=[CH:31][CH:30]=[CH:29][N:28]=1, predict the reaction product. (2) Given the reactants [Br:1][C:2]1[CH:3]=[C:4]([C@@H:9]([NH:12][C:13](=[O:19])[O:14][C:15]([CH3:18])([CH3:17])[CH3:16])[CH:10]=C)[CH:5]=[C:6]([F:8])[CH:7]=1.I([O-])(=O)(=O)=[O:21].[Na+].[OH2:26], predict the reaction product. The product is: [Br:1][C:2]1[CH:3]=[C:4]([C@@H:9]([NH:12][C:13]([O:14][C:15]([CH3:18])([CH3:17])[CH3:16])=[O:19])[C:10]([OH:21])=[O:26])[CH:5]=[C:6]([F:8])[CH:7]=1. (3) Given the reactants Cl.Cl.Cl.[Cl:4][C:5]1[C:6]([C:22]2[S:26][C:25]3[CH:27]=[CH:28][CH:29]=[C:30]([C:31](O)=[O:32])[C:24]=3[CH:23]=2)=[N:7][C:8]([NH:11][CH2:12][CH2:13][CH2:14][N:15]2[CH2:20][CH2:19][N:18]([CH3:21])[CH2:17][CH2:16]2)=[N:9][CH:10]=1.[C:34]([O:38][C:39](=[O:42])[NH:40][NH2:41])([CH3:37])([CH3:36])[CH3:35].C(N(C(C)C)CC)(C)C.F[P-](F)(F)(F)(F)F.N1(O[P+](N(C)C)(N(C)C)N(C)C)C2C=CC=CC=2N=N1.[Cl-].[Li+], predict the reaction product. The product is: [C:34]([O:38][C:39]([NH:40][NH:41][C:31]([C:30]1[C:24]2[CH:23]=[C:22]([C:6]3[C:5]([Cl:4])=[CH:10][N:9]=[C:8]([NH:11][CH2:12][CH2:13][CH2:14][N:15]4[CH2:20][CH2:19][N:18]([CH3:21])[CH2:17][CH2:16]4)[N:7]=3)[S:26][C:25]=2[CH:27]=[CH:28][CH:29]=1)=[O:32])=[O:42])([CH3:37])([CH3:36])[CH3:35]. (4) Given the reactants [CH:1]1[C:6](C(O)=O)=[CH:5][C:4]2[C:10]3([O:26][C:27](=[O:28])[C:3]=2[CH:2]=1)[C:19]1[CH:20]=[CH:21][C:22]([OH:24])=[CH:23][C:18]=1[O:17][C:16]1[CH:15]=[C:14]([OH:25])[CH:13]=[CH:12][C:11]3=1.C1CCC(N=C=NC2CCCCC2)CC1, predict the reaction product. The product is: [CH:6]1[CH:1]=[CH:2][C:3]([C:27]([OH:28])=[O:26])=[C:4]([C:10]2[C:11]3[CH:12]=[CH:13][C:14]([OH:25])=[CH:15][C:16]=3[O:17][C:18]3[C:19]=2[CH:20]=[CH:21][C:22]([CH:23]=3)=[O:24])[CH:5]=1. (5) Given the reactants S1C=CC(C(Cl)=O)=C1.[S:9]1[CH:13]=[CH:12][C:11]([C:14]([N:16]=[C:17]=[S:18])=[O:15])=[CH:10]1.[CH3:19][O:20][C:21]1[CH:22]=[C:23]2[C:28](=[CH:29][C:30]=1[O:31][CH3:32])[N:27]=[CH:26][CH:25]=[C:24]2[O:33][C:34]1[CH:40]=[CH:39][C:37]([NH2:38])=[CH:36][CH:35]=1.C1(C)C=CC=CC=1, predict the reaction product. The product is: [S:9]1[CH:13]=[CH:12][C:11]([C:14]([N:16]=[C:17]=[S:18])=[O:15])=[CH:10]1.[CH3:19][O:20][C:21]1[CH:22]=[C:23]2[C:28](=[CH:29][C:30]=1[O:31][CH3:32])[N:27]=[CH:26][CH:25]=[C:24]2[O:33][C:34]1[CH:35]=[CH:36][C:37]([NH:38][C:17]([NH:16][C:14]([C:11]2[CH:12]=[CH:13][S:9][CH:10]=2)=[O:15])=[S:18])=[CH:39][CH:40]=1. (6) Given the reactants [CH:1]1([O:6][C:7]2[CH:8]=[C:9]3[C:14](=[CH:15][C:16]=2[O:17][CH3:18])[C:13]([C:19](=[O:28])[C:20]2[CH:25]=[CH:24][CH:23]=[C:22]([O:26][CH3:27])[CH:21]=2)=[N:12][CH:11]=[C:10]3[CH:29]=[O:30])[CH2:5][CH2:4][CH2:3][CH2:2]1.O.P([O-])(O)(O)=[O:33].[Na+].CC(=CC)C.Cl([O-])=O.[Na+], predict the reaction product. The product is: [CH:1]1([O:6][C:7]2[CH:8]=[C:9]3[C:14](=[CH:15][C:16]=2[O:17][CH3:18])[C:13]([C:19](=[O:28])[C:20]2[CH:25]=[CH:24][CH:23]=[C:22]([O:26][CH3:27])[CH:21]=2)=[N:12][CH:11]=[C:10]3[C:29]([OH:33])=[O:30])[CH2:2][CH2:3][CH2:4][CH2:5]1. (7) Given the reactants [CH3:1][NH:2][CH2:3][C:4]([OH:6])=O.C1N(CC(O)=O)CCN(CC(O)=O)CCN(CC(O)=O)CCN(CC(O)=O)C1.[OH:35][C:36]([CH2:38][CH2:39][CH2:40][CH2:41][C@H:42]1[C@@H:50]2[C@@H:45]([NH:46][C:47]([NH:49]2)=[O:48])[CH2:44][S:43]1)=[O:37].N[C@@H](C(O)=O)C, predict the reaction product. The product is: [CH3:1][NH:2][CH2:3][C:4]([CH:38]([CH2:39][CH2:40][CH2:41][C@H:42]1[C@@H:50]2[C@@H:45]([NH:46][C:47]([NH:49]2)=[O:48])[CH2:44][S:43]1)[C:36](=[O:35])[OH:37])=[O:6]. (8) Given the reactants [C:1]([O:5][C:6]([N:8]([CH2:19][C:20]1[CH:25]=[CH:24][C:23]([O:26][CH3:27])=[CH:22][C:21]=1[O:28][CH3:29])[C:9]1[S:10][C:11]([CH3:18])=[C:12]([C:14](OC)=[O:15])[N:13]=1)=[O:7])([CH3:4])([CH3:3])[CH3:2].CO.[BH4-].[Li+], predict the reaction product. The product is: [CH3:29][O:28][C:21]1[CH:22]=[C:23]([O:26][CH3:27])[CH:24]=[CH:25][C:20]=1[CH2:19][N:8]([C:9]1[S:10][C:11]([CH3:18])=[C:12]([CH2:14][OH:15])[N:13]=1)[C:6](=[O:7])[O:5][C:1]([CH3:3])([CH3:4])[CH3:2]. (9) Given the reactants [C:1]([O:5][C:6]([NH:8][CH2:9][CH2:10][NH:11][C:12]1[C:17]([C:18]([O:20]CC)=[O:19])=[CH:16][N:15]=[C:14]2[N:23]([CH3:27])[N:24]=[C:25]([CH3:26])[C:13]=12)=[O:7])([CH3:4])([CH3:3])[CH3:2].[OH-].[Na+].[Cl-].[NH4+], predict the reaction product. The product is: [C:1]([O:5][C:6]([NH:8][CH2:9][CH2:10][NH:11][C:12]1[C:17]([C:18]([OH:20])=[O:19])=[CH:16][N:15]=[C:14]2[N:23]([CH3:27])[N:24]=[C:25]([CH3:26])[C:13]=12)=[O:7])([CH3:4])([CH3:3])[CH3:2]. (10) Given the reactants [CH2:1]([C@H:8]1[CH2:12][O:11][C:10](=[O:13])[N:9]1[C:14](=[O:19])[CH2:15][O:16][CH2:17][CH3:18])[C:2]1[CH:7]=[CH:6][CH:5]=[CH:4][CH:3]=1.[CH2:20]([O:27][C:28]1[CH:35]=[CH:34][C:31]([CH:32]=[O:33])=[C:30]([C:36]([F:39])([F:38])[F:37])[CH:29]=1)[C:21]1[CH:26]=[CH:25][CH:24]=[CH:23][CH:22]=1.[O-]S(C(F)(F)F)(=O)=O.C([B+]CCCC)CCC, predict the reaction product. The product is: [CH2:1]([C@H:8]1[CH2:12][O:11][C:10](=[O:13])[N:9]1[C:14](=[O:19])[C@@H:15]([O:16][CH2:17][CH3:18])[C@@H:32]([C:31]1[CH:34]=[CH:35][C:28]([O:27][CH2:20][C:21]2[CH:26]=[CH:25][CH:24]=[CH:23][CH:22]=2)=[CH:29][C:30]=1[C:36]([F:37])([F:38])[F:39])[OH:33])[C:2]1[CH:3]=[CH:4][CH:5]=[CH:6][CH:7]=1.